Dataset: Full USPTO retrosynthesis dataset with 1.9M reactions from patents (1976-2016). Task: Predict the reactants needed to synthesize the given product. Given the product [Cl:11][C:5]1[CH:6]=[C:7]([F:10])[CH:8]=[CH:9][C:4]=1[N:1]1[C:21]([NH2:22])=[C:20]([C:17]2[CH:18]=[CH:19][C:14]([O:13][CH3:12])=[CH:15][CH:16]=2)[N:3]=[N:2]1, predict the reactants needed to synthesize it. The reactants are: [N:1]([C:4]1[CH:9]=[CH:8][C:7]([F:10])=[CH:6][C:5]=1[Cl:11])=[N+:2]=[N-:3].[CH3:12][O:13][C:14]1[CH:19]=[CH:18][C:17]([CH2:20][C:21]#[N:22])=[CH:16][CH:15]=1.C[O-].[Na+].